This data is from Reaction yield outcomes from USPTO patents with 853,638 reactions. The task is: Predict the reaction yield, written as a fraction of the theoretical maximum amount of product (1.0 means a 100% yield; for example, 0.34 means a 34% yield). (1) The catalyst is CO.[Cl-].[Zn+2].[Cl-]. The yield is 0.750. The reactants are [Cl:1][C:2]1[CH:3]=[C:4]([NH:10][C:11]2[CH:16]=[CH:15][C:14]([N:17]3[CH2:22][CH2:21][NH:20][CH2:19][C@@H:18]3[CH3:23])=[CH:13][N:12]=2)[C:5](=[O:9])[N:6]([CH3:8])[N:7]=1.[O:24]1[CH2:27][C:26](=O)[CH2:25]1.[BH3-]C#N.[Na+].O. The product is [Cl:1][C:2]1[CH:3]=[C:4]([NH:10][C:11]2[CH:16]=[CH:15][C:14]([N:17]3[CH2:22][CH2:21][N:20]([CH:26]4[CH2:27][O:24][CH2:25]4)[CH2:19][C@@H:18]3[CH3:23])=[CH:13][N:12]=2)[C:5](=[O:9])[N:6]([CH3:8])[N:7]=1. (2) The reactants are [CH:1]([N:14]1[CH2:17][C:16]([C:19]2[CH:24]=[CH:23][C:22]([C:25]3[CH2:29][C:28]([C:34]4[CH:39]=[C:38]([Cl:40])[C:37]([Cl:41])=[C:36]([Cl:42])[CH:35]=4)([C:30]([F:33])([F:32])[F:31])[O:27][N:26]=3)=[CH:21][C:20]=2Br)([OH:18])[CH2:15]1)([C:8]1[CH:13]=[CH:12][CH:11]=[CH:10][CH:9]=1)[C:2]1[CH:7]=[CH:6][CH:5]=[CH:4][CH:3]=1.CN([CH:47]=[O:48])C. The catalyst is O.[C-]#N.[C-]#N.[Zn+2].C1C=CC([P]([Pd]([P](C2C=CC=CC=2)(C2C=CC=CC=2)C2C=CC=CC=2)([P](C2C=CC=CC=2)(C2C=CC=CC=2)C2C=CC=CC=2)[P](C2C=CC=CC=2)(C2C=CC=CC=2)C2C=CC=CC=2)(C2C=CC=CC=2)C2C=CC=CC=2)=CC=1. The product is [CH:1]([N:14]1[CH2:17][C:16]2([C:19]3[C:20](=[CH:21][C:22]([C:25]4[CH2:29][C:28]([C:34]5[CH:39]=[C:38]([Cl:40])[C:37]([Cl:41])=[C:36]([Cl:42])[CH:35]=5)([C:30]([F:33])([F:32])[F:31])[O:27][N:26]=4)=[CH:23][CH:24]=3)[C:47](=[O:48])[O:18]2)[CH2:15]1)([C:8]1[CH:13]=[CH:12][CH:11]=[CH:10][CH:9]=1)[C:2]1[CH:7]=[CH:6][CH:5]=[CH:4][CH:3]=1. The yield is 0.580.